This data is from Full USPTO retrosynthesis dataset with 1.9M reactions from patents (1976-2016). The task is: Predict the reactants needed to synthesize the given product. (1) Given the product [F:3][C:4]1[CH:28]=[CH:27][C:7]([NH:8][C:9]2[CH:18]=[C:17](/[CH:19]=[CH:20]/[C:21]3[CH:22]=[CH:23][CH:24]=[CH:25][CH:26]=3)[CH:16]=[CH:15][C:10]=2[C:11]([OH:13])=[O:12])=[CH:6][CH:5]=1, predict the reactants needed to synthesize it. The reactants are: CO.[F:3][C:4]1[CH:28]=[CH:27][C:7]([NH:8][C:9]2[CH:18]=[C:17](/[CH:19]=[CH:20]/[C:21]3[CH:26]=[CH:25][CH:24]=[CH:23][CH:22]=3)[CH:16]=[CH:15][C:10]=2[C:11]([O:13]C)=[O:12])=[CH:6][CH:5]=1.[OH-].[Na+]. (2) Given the product [S:1]([O-:5])([O-:4])(=[O:3])=[O:2].[Na+:31].[C:19]([O:24][CH2:25][CH2:26][NH:27][C:28]([NH:13][CH2:12][CH2:11][CH2:10][CH2:9][NH:8][C:7]([NH2:6])=[NH2+:14])=[O:29])(=[O:23])[C:20]([CH3:22])=[CH2:21], predict the reactants needed to synthesize it. The reactants are: [S:1]([OH:5])([OH:4])(=[O:3])=[O:2].[NH2:6][C:7](=[NH:14])[NH:8][CH2:9][CH2:10][CH2:11][CH2:12][NH2:13].CC(C)=O.[C:19]([O:24][CH2:25][CH2:26][N:27]=[C:28]=[O:29])(=[O:23])[C:20]([CH3:22])=[CH2:21].[OH-].[Na+:31].